From a dataset of Forward reaction prediction with 1.9M reactions from USPTO patents (1976-2016). Predict the product of the given reaction. Given the reactants Cl[C:2]1[C:21]([C:22]2[NH:26][N:25]=[CH:24][CH:23]=2)=[CH:20][C:5]([C:6]([NH:8][C:9]2[CH:14]=[CH:13][C:12]([O:15][C:16]([Cl:19])([F:18])[F:17])=[CH:11][CH:10]=2)=[O:7])=[CH:4][N:3]=1.Cl.[NH:28]1[CH2:31][CH:30]([CH2:32][OH:33])[CH2:29]1, predict the reaction product. The product is: [Cl:19][C:16]([F:18])([F:17])[O:15][C:12]1[CH:13]=[CH:14][C:9]([NH:8][C:6](=[O:7])[C:5]2[CH:20]=[C:21]([C:22]3[NH:26][N:25]=[CH:24][CH:23]=3)[C:2]([N:28]3[CH2:31][CH:30]([CH2:32][OH:33])[CH2:29]3)=[N:3][CH:4]=2)=[CH:10][CH:11]=1.